From a dataset of Full USPTO retrosynthesis dataset with 1.9M reactions from patents (1976-2016). Predict the reactants needed to synthesize the given product. (1) Given the product [CH3:9][O:8][C:4]1[CH:3]=[C:2]([CH:11]2[C:12](=[O:16])[CH2:13][CH2:14][CH2:15][C:10]2=[O:17])[CH:7]=[CH:6][CH:5]=1, predict the reactants needed to synthesize it. The reactants are: Br[C:2]1[CH:3]=[C:4]([O:8][CH3:9])[CH:5]=[CH:6][CH:7]=1.[C:10]1(=[O:17])[CH2:15][CH2:14][CH2:13][C:12](=[O:16])[CH2:11]1.C(=O)([O-])[O-].[K+].[K+].N1CCC[C@H]1C(O)=O. (2) Given the product [ClH:1].[Cl:1][C:2]1[CH:32]=[CH:31][C:5]([C:6]([NH:8][C:9]2[N:13]([CH:14]3[CH2:19][CH2:18][CH2:17][NH:16][CH2:15]3)[C:12]3[CH:27]=[CH:28][CH:29]=[CH:30][C:11]=3[N:10]=2)=[O:7])=[CH:4][CH:3]=1, predict the reactants needed to synthesize it. The reactants are: [Cl:1][C:2]1[CH:32]=[CH:31][C:5]([C:6]([NH:8][C:9]2[N:13]([CH:14]3[CH2:19][CH2:18][CH2:17][N:16](C(OC(C)(C)C)=O)[CH2:15]3)[C:12]3[CH:27]=[CH:28][CH:29]=[CH:30][C:11]=3[N:10]=2)=[O:7])=[CH:4][CH:3]=1.Cl. (3) Given the product [CH3:10][O:21][CH:14]([C:15]1[CH:20]=[CH:19][CH:18]=[CH:17][CH:16]=1)[C:2]#[C:1][C:3]1[CH:8]=[CH:7][CH:6]=[CH:5][CH:4]=1, predict the reactants needed to synthesize it. The reactants are: [C:1]([C:3]1[CH:8]=[CH:7][CH:6]=[CH:5][CH:4]=1)#[CH:2].[Li][CH2:10]CCC.[CH:14](=[O:21])[C:15]1[CH:20]=[CH:19][CH:18]=[CH:17][CH:16]=1.IC. (4) The reactants are: [NH2:1][C@H:2]1[CH2:7][CH2:6][C@H:5]([NH:8][C:9]([C:11]2[C:15]3[N:16]=[CH:17][N:18]=[C:19]([C:20]4[CH:25]=[CH:24][CH:23]=[CH:22][C:21]=4[O:26][CH2:27][CH:28]4[CH2:30][CH2:29]4)[C:14]=3[NH:13][CH:12]=2)=[O:10])[CH2:4][CH2:3]1.Cl[C:32]([C:34]1([O:37]C(=O)C)[CH2:36][CH2:35]1)=[O:33]. Given the product [OH:37][C:34]1([C:32]([NH:1][C@H:2]2[CH2:7][CH2:6][C@H:5]([NH:8][C:9]([C:11]3[C:15]4[N:16]=[CH:17][N:18]=[C:19]([C:20]5[CH:25]=[CH:24][CH:23]=[CH:22][C:21]=5[O:26][CH2:27][CH:28]5[CH2:29][CH2:30]5)[C:14]=4[NH:13][CH:12]=3)=[O:10])[CH2:4][CH2:3]2)=[O:33])[CH2:36][CH2:35]1, predict the reactants needed to synthesize it. (5) Given the product [F:33][C:30]1[N:31]=[CH:32][C:27]([C:2]#[C:1][C:3]2[CH:4]=[N:5][N:6]3[C:11]([C:12]([F:14])([F:13])[F:15])=[CH:10][C:9]([C:16]4[CH:21]=[CH:20][C:19]([C:22]([F:25])([F:24])[F:23])=[CH:18][CH:17]=4)=[N:8][C:7]=23)=[CH:28][CH:29]=1, predict the reactants needed to synthesize it. The reactants are: [C:1]([C:3]1[CH:4]=[N:5][N:6]2[C:11]([C:12]([F:15])([F:14])[F:13])=[CH:10][C:9]([C:16]3[CH:21]=[CH:20][C:19]([C:22]([F:25])([F:24])[F:23])=[CH:18][CH:17]=3)=[N:8][C:7]=12)#[CH:2].Br[C:27]1[CH:28]=[CH:29][C:30]([F:33])=[N:31][CH:32]=1. (6) The reactants are: [C:1]([O:5][C:6](=[O:38])[N:7]([CH3:37])[C@H:8]([C:10](=[O:36])[NH:11][C@@H:12]1[C:18](=[O:19])[N:17]([CH2:20][C:21]2[C:30]3[C:25](=[CH:26][CH:27]=[CH:28][CH:29]=3)[CH:24]=[CH:23][C:22]=2C)[C:16]2[CH:32]=[CH:33][CH:34]=[CH:35][C:15]=2[NH:14][CH2:13]1)[CH3:9])([CH3:4])([CH3:3])[CH3:2].[C:39](Cl)(=[O:44])[CH2:40][CH:41]([CH3:43])[CH3:42].CCOC(C)=O. Given the product [C:1]([O:5][C:6](=[O:38])[N:7]([CH3:37])[C@H:8]([C:10](=[O:36])[NH:11][C@@H:12]1[C:18](=[O:19])[N:17]([CH2:20][C:21]2[C:30]3[C:25](=[CH:26][CH:27]=[CH:28][CH:29]=3)[CH:24]=[CH:23][CH:22]=2)[C:16]2[CH:32]=[CH:33][CH:34]=[CH:35][C:15]=2[N:14]([C:39](=[O:44])[CH2:40][CH:41]([CH3:43])[CH3:42])[CH2:13]1)[CH3:9])([CH3:3])([CH3:2])[CH3:4], predict the reactants needed to synthesize it. (7) Given the product [CH3:6][C:7]1([CH3:12])[O:11][C@@H:10]([CH2:2][C:1]2([S:13]([Cl:16])(=[O:14])=[O:19])[CH2:4][CH2:3]2)[CH2:9][O:8]1, predict the reactants needed to synthesize it. The reactants are: [C:1]([Li])([CH3:4])([CH3:3])[CH3:2].[CH3:6][C:7]1([CH3:12])[O:11][CH2:10][CH2:9][O:8]1.[S:13]([Cl:16])(Cl)=[O:14].CC[O:19]CC.